This data is from Forward reaction prediction with 1.9M reactions from USPTO patents (1976-2016). The task is: Predict the product of the given reaction. (1) Given the reactants [NH2:1][C:2]1[CH:3]=[N:4][CH:5]=[C:6]([CH:12]=1)[C:7]([O:9]CC)=[O:8].[N:13]([C:16]1[CH:25]=[CH:24][CH:23]=[CH:22][C:17]=1[C:18](OC)=[O:19])=[C:14]=[O:15].C[O-].[Na+], predict the reaction product. The product is: [O:15]=[C:14]1[N:1]([C:2]2[CH:3]=[N:4][CH:5]=[C:6]([CH:12]=2)[C:7]([OH:9])=[O:8])[C:18](=[O:19])[C:17]2[C:16](=[CH:25][CH:24]=[CH:23][CH:22]=2)[NH:13]1. (2) Given the reactants [H-].[Al+3].[Li+].[H-].[H-].[H-].[CH2:7]([N:14]1[CH:18]=[C:17]([C:19](OC)=[O:20])[CH:16]=[N:15]1)[C:8]1[CH:13]=[CH:12][CH:11]=[CH:10][CH:9]=1.[OH-].[K+], predict the reaction product. The product is: [CH2:7]([N:14]1[CH:18]=[C:17]([CH2:19][OH:20])[CH:16]=[N:15]1)[C:8]1[CH:9]=[CH:10][CH:11]=[CH:12][CH:13]=1.